From a dataset of Full USPTO retrosynthesis dataset with 1.9M reactions from patents (1976-2016). Predict the reactants needed to synthesize the given product. (1) Given the product [C:1]1([NH:7][C:8]([C:10]2[C:14]([C:15]3[CH:20]=[CH:19][CH:18]=[CH:17][CH:16]=3)=[C:13]([C:21]3[CH:22]=[CH:23][C:24]([F:27])=[CH:25][CH:26]=3)[N:12]([CH2:28][CH2:29][C@@H:30]3[CH2:35][C@@H:34]([OH:43])[CH2:33][C:32](=[O:36])[O:31]3)[C:11]=2[CH:37]([CH3:39])[CH3:38])=[O:9])[CH:6]=[CH:5][CH:4]=[CH:3][CH:2]=1, predict the reactants needed to synthesize it. The reactants are: [C:1]1([NH:7][C:8]([C:10]2[C:14]([C:15]3[CH:20]=[CH:19][CH:18]=[CH:17][CH:16]=3)=[C:13]([C:21]3[CH:26]=[CH:25][C:24]([F:27])=[CH:23][CH:22]=3)[N:12]([CH2:28][CH2:29][C@@H:30]3[CH2:35][CH:34]=[CH:33][C:32](=[O:36])[O:31]3)[C:11]=2[CH:37]([CH3:39])[CH3:38])=[O:9])[CH:6]=[CH:5][CH:4]=[CH:3][CH:2]=1.C([OH:43])C=C.[Li+].[OH-].Cl. (2) Given the product [CH2:3]1[C:4]2[C:9](=[CH:8][CH:7]=[CH:6][CH:5]=2)[CH2:1][CH:2]1[NH:10][C:11]1[N:16]=[C:15]2[C:14](=[CH:13][CH:12]=1)[NH:17][CH:18]=[C:19]([C:20]([O:22][CH2:23][CH3:24])=[O:21])[C:25]2=[O:26], predict the reactants needed to synthesize it. The reactants are: [CH2:1]1[C:9]2[C:4](=[CH:5][CH:6]=[CH:7][CH:8]=2)[CH2:3][CH:2]1[NH:10][C:11]1[N:16]=[CH:15][C:14]([NH:17][CH:18]=[C:19]([C:25](OCC)=[O:26])[C:20]([O:22][CH2:23][CH3:24])=[O:21])=[CH:13][CH:12]=1.C1(OC2C=CC=CC=2)C=CC=CC=1. (3) Given the product [CH2:1]([O:8][C:9]1[C:10]([C:16]2[C:17]([CH2:18][OH:19])=[C:23]3[CH:24]=[CH:25][CH:26]=[CH:27][N:22]3[N:21]=2)=[N:11][C:12]([Cl:15])=[CH:13][CH:14]=1)[C:2]1[CH:7]=[CH:6][CH:5]=[CH:4][CH:3]=1, predict the reactants needed to synthesize it. The reactants are: [CH2:1]([O:8][C:9]1[C:10]([C:16]#[C:17][CH2:18][OH:19])=[N:11][C:12]([Cl:15])=[CH:13][CH:14]=1)[C:2]1[CH:7]=[CH:6][CH:5]=[CH:4][CH:3]=1.[I-].[NH2:21][N+:22]1[CH:27]=[CH:26][CH:25]=[CH:24][CH:23]=1.C1CCN2C(=NCCC2)CC1.O. (4) Given the product [CH:25]1([S:28]([N:1]2[CH2:2][CH2:3][CH:4]([C:7]3[N:11]4[C:12]5[CH:18]=[CH:17][NH:16][C:13]=5[N:14]=[CH:15][C:10]4=[N:9][N:8]=3)[CH2:5][CH2:6]2)(=[O:30])=[O:29])[CH2:27][CH2:26]1, predict the reactants needed to synthesize it. The reactants are: [NH:1]1[CH2:6][CH2:5][CH:4]([C:7]2[N:11]3[C:12]4[CH:18]=[CH:17][NH:16][C:13]=4[N:14]=[CH:15][C:10]3=[N:9][N:8]=2)[CH2:3][CH2:2]1.N1C=CC=CC=1.[CH:25]1([S:28](Cl)(=[O:30])=[O:29])[CH2:27][CH2:26]1. (5) Given the product [CH:11]12[CH2:1][CH2:6][CH:5]([CH:4]=[CH:3]1)[CH2:17][CH:10]2[C:8](=[O:9])[CH3:7], predict the reactants needed to synthesize it. The reactants are: [CH:1]1[CH2:6][CH2:5][CH:4]=[CH:3]C=1.[CH3:7][C:8]([CH:10]=[CH2:11])=[O:9].Cl[Sn](Cl)(Cl)Cl.[C:17]([O-])(O)=O.[Na+].